From a dataset of Reaction yield outcomes from USPTO patents with 853,638 reactions. Predict the reaction yield, written as a fraction of the theoretical maximum amount of product (1.0 means a 100% yield; for example, 0.34 means a 34% yield). (1) The reactants are [Br:1][C:2]1[CH:10]=[CH:9][C:5]([C:6]([OH:8])=[O:7])=[C:4]([CH3:11])[CH:3]=1.S(=O)(=O)(O)O.[CH3:17]O. No catalyst specified. The product is [Br:1][C:2]1[CH:10]=[CH:9][C:5]([C:6]([O:8][CH3:17])=[O:7])=[C:4]([CH3:11])[CH:3]=1. The yield is 0.780. (2) The reactants are Br[C:2]1[C:7](=[O:8])[N:6]([CH2:9][C:10]2[CH:15]=[CH:14][C:13]([C:16]3[C:17]([C:22]#[N:23])=[CH:18][CH:19]=[CH:20][CH:21]=3)=[CH:12][CH:11]=2)[C:5]([CH2:24][CH2:25][CH2:26][CH3:27])=[N:4][C:3]=1[CH3:28].C([Sn](CCCC)(CCCC)[C:34]1[S:35][CH:36]=[CH:37][CH:38]=1)CCC.[Cl-].[Li+].[F-].[K+]. The catalyst is CN(C)C=O.C(OCC)(=O)C.Cl[Pd](Cl)([P](C1C=CC=CC=1)(C1C=CC=CC=1)C1C=CC=CC=1)[P](C1C=CC=CC=1)(C1C=CC=CC=1)C1C=CC=CC=1. The product is [CH2:24]([C:5]1[N:6]([CH2:9][C:10]2[CH:15]=[CH:14][C:13]([C:16]3[C:17]([C:22]#[N:23])=[CH:18][CH:19]=[CH:20][CH:21]=3)=[CH:12][CH:11]=2)[C:7](=[O:8])[C:2]([C:34]2[S:35][CH:36]=[CH:37][CH:38]=2)=[C:3]([CH3:28])[N:4]=1)[CH2:25][CH2:26][CH3:27]. The yield is 0.750. (3) The reactants are [C:1]([O:5][C:6]([N:8]([CH2:29][C:30]1[CH:35]=[CH:34][CH:33]=[CH:32][N:31]=1)[CH2:9][C:10]1[CH:15]=[CH:14][C:13]([CH2:16][NH:17][C:18]2([CH3:28])[C:27]3[N:26]=[CH:25][CH:24]=[CH:23][C:22]=3[CH2:21][CH2:20][CH2:19]2)=[CH:12][CH:11]=1)=[O:7])([CH3:4])([CH3:3])[CH3:2].Cl[CH2:37][C:38]1[N:42]([CH2:43][O:44][CH2:45][CH2:46][Si:47]([CH3:50])([CH3:49])[CH3:48])[C:41]2[CH:51]=[CH:52][CH:53]=[CH:54][C:40]=2[N:39]=1.C(N(C(C)C)CC)(C)C. The catalyst is CN(C=O)C. The product is [C:1]([O:5][C:6]([N:8]([CH2:29][C:30]1[CH:35]=[CH:34][CH:33]=[CH:32][N:31]=1)[CH2:9][C:10]1[CH:11]=[CH:12][C:13]([CH2:16][N:17]([CH2:37][C:38]2[N:42]([CH2:43][O:44][CH2:45][CH2:46][Si:47]([CH3:48])([CH3:49])[CH3:50])[C:41]3[CH:51]=[CH:52][CH:53]=[CH:54][C:40]=3[N:39]=2)[C:18]2([CH3:28])[C:27]3[N:26]=[CH:25][CH:24]=[CH:23][C:22]=3[CH2:21][CH2:20][CH2:19]2)=[CH:14][CH:15]=1)=[O:7])([CH3:2])([CH3:3])[CH3:4]. The yield is 0.480. (4) The reactants are Br[C:2]1[C:7](=[O:8])[N:6]([CH2:9][C:10]2[CH:15]=[CH:14][C:13]([C:16]3[C:17]([C:22]#[N:23])=[CH:18][CH:19]=[CH:20][CH:21]=3)=[CH:12][CH:11]=2)[C:5]([CH2:24][CH2:25][CH3:26])=[N:4][C:3]=1[CH2:27][CH3:28].[CH2:29]([O:31][C:32]1[N:37]=[CH:36][C:35](B(O)O)=[CH:34][CH:33]=1)[CH3:30].C(=O)([O-])[O-].[Cs+].[Cs+].O1CCOCC1. The product is [CH2:29]([O:31][C:32]1[N:37]=[CH:36][C:35]([C:2]2[C:7](=[O:8])[N:6]([CH2:9][C:10]3[CH:15]=[CH:14][C:13]([C:16]4[C:17]([C:22]#[N:23])=[CH:18][CH:19]=[CH:20][CH:21]=4)=[CH:12][CH:11]=3)[C:5]([CH2:24][CH2:25][CH3:26])=[N:4][C:3]=2[CH2:27][CH3:28])=[CH:34][CH:33]=1)[CH3:30]. The yield is 0.980. The catalyst is C(OCC)(=O)C.C1C=CC(P(C2C=CC=CC=2)[C-]2C=CC=C2)=CC=1.C1C=CC(P(C2C=CC=CC=2)[C-]2C=CC=C2)=CC=1.Cl[Pd]Cl.[Fe+2].ClCCl. (5) The reactants are [C:1]1([CH3:11])[CH:6]=[CH:5][C:4]([S:7](Cl)(=[O:9])=[O:8])=[CH:3][CH:2]=1.[F:12][C:13]1([CH2:26][OH:27])[CH2:18][CH2:17][N:16]([C:19]([O:21][C:22]([CH3:25])([CH3:24])[CH3:23])=[O:20])[CH2:15][CH2:14]1.C(N(CC)CC)C. The catalyst is CN(C1C=CN=CC=1)C.ClCCl. The product is [F:12][C:13]1([CH2:26][O:27][S:7]([C:4]2[CH:5]=[CH:6][C:1]([CH3:11])=[CH:2][CH:3]=2)(=[O:9])=[O:8])[CH2:14][CH2:15][N:16]([C:19]([O:21][C:22]([CH3:23])([CH3:24])[CH3:25])=[O:20])[CH2:17][CH2:18]1. The yield is 0.800. (6) The reactants are CC([O-])(C)C.[Na+].[NH:7]1[C:15]2[C:10](=[CH:11][CH:12]=[CH:13][CH:14]=2)[CH:9]=[CH:8]1.Br[C:17]1[CH:22]=[CH:21][C:20]([F:23])=[CH:19][CH:18]=1. The catalyst is C1C=CC(/C=C/C(/C=C/C2C=CC=CC=2)=O)=CC=1.C1C=CC(/C=C/C(/C=C/C2C=CC=CC=2)=O)=CC=1.C1C=CC(/C=C/C(/C=C/C2C=CC=CC=2)=O)=CC=1.[Pd].[Pd].C1(C)C=CC=CC=1. The product is [F:23][C:20]1[CH:21]=[CH:22][C:17]([N:7]2[C:15]3[C:10](=[CH:11][CH:12]=[CH:13][CH:14]=3)[CH:9]=[CH:8]2)=[CH:18][CH:19]=1. The yield is 0.770.